From a dataset of Rat liver microsome stability data. Regression/Classification. Given a drug SMILES string, predict its absorption, distribution, metabolism, or excretion properties. Task type varies by dataset: regression for continuous measurements (e.g., permeability, clearance, half-life) or binary classification for categorical outcomes (e.g., BBB penetration, CYP inhibition). Dataset: rlm. (1) The drug is CCc1ccc2oc(=O)cc(CN3CCN(c4ccccc4F)CC3)c2c1. The result is 1 (stable in rat liver microsomes). (2) The drug is NS(=O)(=O)c1ccc(CNc2nc(NCC(F)(F)F)c3nc(-c4ccc(-n5cncn5)cc4)ccc3n2)cc1. The result is 0 (unstable in rat liver microsomes). (3) The result is 1 (stable in rat liver microsomes). The drug is CNC(=O)[C@@H](NC(=O)c1ccc(-c2ccc(CSc3nc(O)c4c(n3)CCC4)nc2)o1)C(C)C. (4) The drug is CC#C[C@@H](Cc1nn[nH]n1)c1ccc(OCc2ccc3sc(Cl)c(-c4ccccc4C)c3c2)cc1. The result is 0 (unstable in rat liver microsomes). (5) The result is 0 (unstable in rat liver microsomes). The compound is O=C(Nc1ccc([N+](=O)[O-])cc1)N[C@@H](Cc1cccnc1)C(=O)NCC1(c2ccccc2)CC1. (6) The compound is O=C(c1ccc2ncccc2c1)N1CCc2c(nc3ccnn3c2O)C1. The result is 0 (unstable in rat liver microsomes). (7) The drug is C=C[C@@H]1C[C@]1(NC(=O)[C@@H]1C[C@@](OC)(c2ccc(-c3ccccc3)cc2)CN1C(=O)[C@@H](NC(=O)OC1CCCC1)C(C)(C)C)C(=O)NS(=O)(=O)C1CC1. The result is 0 (unstable in rat liver microsomes).